From a dataset of Full USPTO retrosynthesis dataset with 1.9M reactions from patents (1976-2016). Predict the reactants needed to synthesize the given product. (1) Given the product [F:1][C:2]([C:5]1[N:6]=[C:7]([CH2:10][N:11]2[N:15]=[C:14]([NH:16][C:31]([C:26]3[N:27]=[C:28]([CH3:30])[O:29][C:25]=3[C:20]3[CH:21]=[C:22]([F:24])[CH:23]=[C:18]([F:17])[CH:19]=3)=[O:32])[CH:13]=[N:12]2)[S:8][CH:9]=1)([F:4])[CH3:3], predict the reactants needed to synthesize it. The reactants are: [F:1][C:2]([C:5]1[N:6]=[C:7]([CH2:10][N:11]2[N:15]=[C:14]([NH2:16])[CH:13]=[N:12]2)[S:8][CH:9]=1)([F:4])[CH3:3].[F:17][C:18]1[CH:19]=[C:20]([C:25]2[O:29][C:28]([CH3:30])=[N:27][C:26]=2[C:31](O)=[O:32])[CH:21]=[C:22]([F:24])[CH:23]=1. (2) The reactants are: [O:1]1[C:5]2[CH:6]=[CH:7][C:8]([O:10][C:11]3[N:19]=[CH:18][CH:17]=[CH:16][C:12]=3[C:13]([OH:15])=O)=[CH:9][C:4]=2[O:3][CH2:2]1.Cl.C[O:22][C:23](=[O:37])[C@@H:24]([CH3:36])[CH2:25][O:26][C:27]1[CH:32]=[CH:31][C:30]([CH2:33][NH2:34])=[C:29]([F:35])[CH:28]=1.O.ON1C2C=CC=CC=2N=N1.Cl.CN(C)CCCN=C=NCC.[OH-].[Li+]. Given the product [O:1]1[C:5]2[CH:6]=[CH:7][C:8]([O:10][C:11]3[C:12]([C:13]([NH:34][CH2:33][C:30]4[CH:31]=[CH:32][C:27]([O:26][CH2:25][C@H:24]([CH3:36])[C:23]([OH:37])=[O:22])=[CH:28][C:29]=4[F:35])=[O:15])=[CH:16][CH:17]=[CH:18][N:19]=3)=[CH:9][C:4]=2[O:3][CH2:2]1, predict the reactants needed to synthesize it. (3) The reactants are: [CH2:1]([N:3]([CH2:23][CH3:24])[C:4]1[CH:13]=[C:12]2[C:7]([CH:8]=[C:9]([C:15]3[N:16]=[C:17]([CH2:20][C:21]#N)[S:18][CH:19]=3)[C:10](=[O:14])[O:11]2)=[CH:6][CH:5]=1)[CH3:2].S(=O)(=O)(O)O.C([O-])([O-])=[O:31].[Na+].[Na+].[CH2:36]([OH:38])[CH3:37]. Given the product [CH2:36]([O:38][C:21](=[O:31])[CH2:20][C:17]1[S:18][CH:19]=[C:15]([C:9]2[C:10](=[O:14])[O:11][C:12]3[C:7]([CH:8]=2)=[CH:6][CH:5]=[C:4]([N:3]([CH2:23][CH3:24])[CH2:1][CH3:2])[CH:13]=3)[N:16]=1)[CH3:37], predict the reactants needed to synthesize it. (4) Given the product [CH2:10]([N:6]1[CH2:7][CH2:8][C:3](=[O:2])[CH2:4][CH:5]1[CH3:9])[C:11]1[CH:16]=[CH:15][CH:14]=[CH:13][CH:12]=1, predict the reactants needed to synthesize it. The reactants are: C[O:2][C:3]1[CH:8]=[CH:7][N:6]=[C:5]([CH3:9])[CH:4]=1.[CH2:10](Br)[C:11]1[CH:16]=[CH:15][CH:14]=[CH:13][CH:12]=1. (5) The reactants are: [N:1]1([C:7]2[N:8]=[C:9]([CH2:14][C:15]([O-:17])=O)[NH:10][C:11](=[O:13])[CH:12]=2)[CH2:6][CH2:5][O:4][CH2:3][CH2:2]1.[Na+].[OH:19][CH2:20][C:21]1[CH:29]=[CH:28][CH:27]=[C:26]2[C:22]=1[CH2:23][CH2:24][NH:25]2.Cl.CN(C)CCCN=C=NCC. Given the product [OH:19][CH2:20][C:21]1[CH:29]=[CH:28][CH:27]=[C:26]2[C:22]=1[CH2:23][CH2:24][N:25]2[C:15](=[O:17])[CH2:14][C:9]1[NH:10][C:11](=[O:13])[CH:12]=[C:7]([N:1]2[CH2:2][CH2:3][O:4][CH2:5][CH2:6]2)[N:8]=1, predict the reactants needed to synthesize it. (6) Given the product [CH:1]1([N:7]2[CH2:12][CH2:11][N:10]([CH2:32][CH2:31][C:28]3[CH:29]=[CH:30][C:25]([C:21]4[N:20]=[C:19]([NH2:41])[CH:24]=[CH:23][CH:22]=4)=[CH:26][CH:27]=3)[CH2:9][CH2:8]2)[CH2:6][CH2:5][CH2:4][CH2:3][CH2:2]1, predict the reactants needed to synthesize it. The reactants are: [CH:1]1([N:7]2[CH2:12][CH2:11][NH:10][CH2:9][CH2:8]2)[CH2:6][CH2:5][CH2:4][CH2:3][CH2:2]1.CC1NC(C)=CC=1[C:19]1[CH:24]=[CH:23][CH:22]=[C:21]([C:25]2[CH:30]=[CH:29][C:28]([CH2:31][C:32](O)=O)=[CH:27][CH:26]=2)[N:20]=1.CSC.B.Cl.[NH2:41]O.[2H]C(Cl)(Cl)Cl.CO[2H].